From a dataset of Catalyst prediction with 721,799 reactions and 888 catalyst types from USPTO. Predict which catalyst facilitates the given reaction. (1) The catalyst class is: 51. Reactant: Br[C:2]1[S:3][CH:4]=[CH:5][N:6]=1.[NH:7]1[CH2:12][CH2:11][NH:10][CH2:9][CH2:8]1. Product: [N:7]1([C:2]2[S:3][CH:4]=[CH:5][N:6]=2)[CH2:12][CH2:11][NH:10][CH2:9][CH2:8]1. (2) Reactant: [F:1][C:2]1[CH:3]=[C:4]([C:9]2[CH:14]=[CH:13][C:12](=[O:15])[N:11]([CH2:16][C:17]3[CH:18]=[C:19]4[C:23](=[CH:24][CH:25]=3)[NH:22][N:21]=[C:20]4[C:26]3[N:27]=[N:28][N:29]([C:31]4[CH:39]=[CH:38][C:34]([C:35](O)=[O:36])=[CH:33][CH:32]=4)[CH:30]=3)[N:10]=2)[CH:5]=[C:6]([F:8])[CH:7]=1.C(N1C=CN=C1)(N1C=CN=C1)=O.[NH:52]1[CH2:57][CH2:56][O:55][CH2:54][CH2:53]1.Cl. Product: [F:1][C:2]1[CH:3]=[C:4]([C:9]2[CH:14]=[CH:13][C:12](=[O:15])[N:11]([CH2:16][C:17]3[CH:18]=[C:19]4[C:23](=[CH:24][CH:25]=3)[NH:22][N:21]=[C:20]4[C:26]3[N:27]=[N:28][N:29]([C:31]4[CH:39]=[CH:38][C:34]([C:35]([N:52]5[CH2:57][CH2:56][O:55][CH2:54][CH2:53]5)=[O:36])=[CH:33][CH:32]=4)[CH:30]=3)[N:10]=2)[CH:5]=[C:6]([F:8])[CH:7]=1. The catalyst class is: 3. (3) Reactant: [Cl:1][C:2]1[CH:3]=[C:4]([S:9]([N:12]2[CH:25]([CH2:26][C:27]([OH:29])=O)[C:24]3[C:19](=[C:20]([O:30][CH3:31])[CH:21]=[CH:22][CH:23]=3)[C:18]3[CH:17]=[CH:16][CH:15]=[CH:14][C:13]2=3)(=[O:11])=[O:10])[CH:5]=[CH:6][C:7]=1[Cl:8].C(N(CC)CC)C.F[P-](F)(F)(F)(F)F.N1(OC(N(C)C)=[N+](C)C)C2C=CC=CC=2N=N1.Cl.Cl.[N:65]1([CH2:70][CH2:71][C@H:72]2[CH2:77][CH2:76][C@H:75]([NH2:78])[CH2:74][CH2:73]2)[CH2:69][CH2:68][CH2:67][CH2:66]1. Product: [Cl:1][C:2]1[CH:3]=[C:4]([S:9]([N:12]2[CH:25]([CH2:26][C:27]([NH:78][C@H:75]3[CH2:76][CH2:77][C@H:72]([CH2:71][CH2:70][N:65]4[CH2:69][CH2:68][CH2:67][CH2:66]4)[CH2:73][CH2:74]3)=[O:29])[C:24]3[C:19](=[C:20]([O:30][CH3:31])[CH:21]=[CH:22][CH:23]=3)[C:18]3[CH:17]=[CH:16][CH:15]=[CH:14][C:13]2=3)(=[O:10])=[O:11])[CH:5]=[CH:6][C:7]=1[Cl:8]. The catalyst class is: 9. (4) Reactant: [Br:1][C:2]1[N:7]=[CH:6][C:5]([O:8][C@H:9]2[CH2:14][CH2:13][CH2:12][CH2:11][C@H:10]2[NH:15][S:16]([CH:19]([CH3:21])[CH3:20])(=[O:18])=[O:17])=[CH:4][CH:3]=1.C(=O)=O. Product: [Br:1][C:2]1[N:7]=[CH:6][C:5]([O:8][C@@H:9]2[CH2:14][CH2:13][CH2:12][CH2:11][C@@H:10]2[NH:15][S:16]([CH:19]([CH3:21])[CH3:20])(=[O:17])=[O:18])=[CH:4][CH:3]=1. The catalyst class is: 5. (5) Reactant: [C:1]([O:5][C:6]([NH:8][C:9]1[S:17][C:16]2[C:11](=[N:12][CH:13]=[C:14]([CH:18]3[CH2:21][N:20]([CH3:22])[CH2:19]3)[CH:15]=2)[C:10]=1[C:23]([O:25]C)=[O:24])=[O:7])([CH3:4])([CH3:3])[CH3:2].[Li+].[OH-]. Product: [C:1]([O:5][C:6]([NH:8][C:9]1[S:17][C:16]2[C:11](=[N:12][CH:13]=[C:14]([CH:18]3[CH2:19][N:20]([CH3:22])[CH2:21]3)[CH:15]=2)[C:10]=1[C:23]([OH:25])=[O:24])=[O:7])([CH3:4])([CH3:2])[CH3:3]. The catalyst class is: 87. (6) Reactant: CC1(C)C(C)(C)OB([C:9]2[CH2:10][CH2:11][NH:12][CH2:13][CH:14]=2)O1.[C:16]([O-:19])([O-])=[O:17].[K+].[K+].Cl[C:23]1[CH:31]=[CH:30][C:26]([C:27]([NH2:29])=[O:28])=[C:25]([C:32]2[CH:37]=[CH:36][C:35]([O:38][C:39]3[CH:44]=[CH:43][CH:42]=[CH:41][CH:40]=3)=[CH:34][CH:33]=2)[N:24]=1. Product: [C:26]([O:19][C:16]([N:12]1[CH2:13][CH2:14][C:9]([C:23]2[CH:31]=[CH:30][C:26]([C:27](=[O:28])[NH2:29])=[C:25]([C:32]3[CH:37]=[CH:36][C:35]([O:38][C:39]4[CH:44]=[CH:43][CH:42]=[CH:41][CH:40]=4)=[CH:34][CH:33]=3)[N:24]=2)=[CH:10][CH2:11]1)=[O:17])([CH3:30])([CH3:27])[CH3:25]. The catalyst class is: 108.